Dataset: Forward reaction prediction with 1.9M reactions from USPTO patents (1976-2016). Task: Predict the product of the given reaction. (1) Given the reactants [NH2:1][C:2]([NH2:4])=[S:3].[CH3:5][CH:6]([C:12](OCC)=[O:13])[C:7](OCC)=[O:8].C[O-].[Na+], predict the reaction product. The product is: [SH:3][C:2]1[N:4]=[C:7]([OH:8])[C:6]([CH3:5])=[C:12]([OH:13])[N:1]=1. (2) Given the reactants [CH3:1][C:2]1[CH:7]=[C:6]([C:8]([F:17])([C:13]([F:16])([F:15])[F:14])[C:9]([F:12])([F:11])[F:10])[CH:5]=[C:4]([CH3:18])[C:3]=1[NH:19][C:20](=[O:31])[C:21]1[CH:26]=[C:25]([N+:27]([O-:29])=[O:28])[CH:24]=[CH:23][C:22]=1F.[CH2:32]([NH2:34])[CH3:33].O, predict the reaction product. The product is: [CH3:18][C:4]1[CH:5]=[C:6]([C:8]([F:17])([C:9]([F:11])([F:10])[F:12])[C:13]([F:16])([F:15])[F:14])[CH:7]=[C:2]([CH3:1])[C:3]=1[NH:19][C:20](=[O:31])[C:21]1[CH:26]=[C:25]([N+:27]([O-:29])=[O:28])[CH:24]=[CH:23][C:22]=1[NH:34][CH2:32][CH3:33]. (3) The product is: [C:36]([O:37][C:29]1[C:27](=[O:28])[N:2]([CH3:3])[C:4]([CH:5]2[CH2:13][C:12]3[C:7](=[CH:8][CH:9]=[CH:10][CH:11]=3)[N:6]2[C:14]([O:16][CH2:17][C:18]2[CH:23]=[CH:22][CH:21]=[CH:20][CH:19]=2)=[O:15])=[N:24][C:30]=1[C:31]([O:33][CH3:34])=[O:32])(=[O:35])[C:38]1[CH:43]=[CH:42][CH:41]=[CH:40][CH:39]=1. Given the reactants O[N:2]([C:4](=[NH:24])[CH:5]1[CH2:13][C:12]2[C:7](=[CH:8][CH:9]=[CH:10][CH:11]=2)[N:6]1[C:14]([O:16][CH2:17][C:18]1[CH:23]=[CH:22][CH:21]=[CH:20][CH:19]=1)=[O:15])[CH3:3].CO[C:27]([C:29]#[C:30][C:31]([O:33][CH3:34])=[O:32])=[O:28].[O:35](C(C1C=CC=CC=1)=O)[C:36]([C:38]1[CH:43]=[CH:42][CH:41]=[CH:40][CH:39]=1)=[O:37], predict the reaction product. (4) Given the reactants [Cl:1][C:2]1[CH:3]=[CH:4][C:5]([C:28]([F:31])([F:30])[F:29])=[C:6]([CH:27]=1)[CH2:7][N:8]1[CH2:13][CH2:12][NH:11][C:10]2[N:14]=[CH:15][C:16]([C:18]3[CH:26]=[CH:25][C:21]([C:22]([OH:24])=O)=[CH:20][CH:19]=3)=[CH:17][C:9]1=2.[NH2:32][CH:33]1[CH2:41][C:40]2[C:35](=[CH:36][CH:37]=[CH:38][CH:39]=2)[CH2:34]1, predict the reaction product. The product is: [Cl:1][C:2]1[CH:3]=[CH:4][C:5]([C:28]([F:30])([F:31])[F:29])=[C:6]([CH:27]=1)[CH2:7][N:8]1[CH2:13][CH2:12][NH:11][C:10]2[N:14]=[CH:15][C:16]([C:18]3[CH:26]=[CH:25][C:21]([C:22]([NH:32][CH:33]4[CH2:41][C:40]5[C:35](=[CH:36][CH:37]=[CH:38][CH:39]=5)[CH2:34]4)=[O:24])=[CH:20][CH:19]=3)=[CH:17][C:9]1=2. (5) Given the reactants [F:1][C:2]1[CH:3]=[CH:4][C:5]([C:8]2[C:12](/[CH:13]=[CH:14]/[C:15]3[S:16][C:17]([C:20]([OH:22])=O)=[CH:18][N:19]=3)=[C:11]([CH3:23])[O:10][N:9]=2)=[N:6][CH:7]=1.[NH:24]1[CH2:29][CH2:28][S:27](=[O:31])(=[O:30])[CH2:26][CH2:25]1, predict the reaction product. The product is: [O:30]=[S:27]1(=[O:31])[CH2:28][CH2:29][N:24]([C:20]([C:17]2[S:16][C:15](/[CH:14]=[CH:13]/[C:12]3[C:8]([C:5]4[CH:4]=[CH:3][C:2]([F:1])=[CH:7][N:6]=4)=[N:9][O:10][C:11]=3[CH3:23])=[N:19][CH:18]=2)=[O:22])[CH2:25][CH2:26]1. (6) Given the reactants [CH3:1][C:2]1[NH:3][CH:4]=[C:5]2[C:10]=1[C:9](=[O:11])[CH2:8][CH2:7][CH2:6]2.[Br:12]N1C(=O)CCC1=O.S([O-])([O-])=O.[Na+].[Na+], predict the reaction product. The product is: [Br:12][C:4]1[NH:3][C:2]([CH3:1])=[C:10]2[C:5]=1[CH2:6][CH2:7][CH2:8][C:9]2=[O:11]. (7) Given the reactants [H-].[Na+].[CH3:3][N:4]1[C:8]2[CH:9]=[CH:10][C:11]([OH:13])=[CH:12][C:7]=2[N:6]=[CH:5]1.Br[CH2:15][C:16]([O:18]CC)=[O:17].O, predict the reaction product. The product is: [CH3:3][N:4]1[C:8]2[CH:9]=[CH:10][C:11]([O:13][CH2:15][C:16]([OH:18])=[O:17])=[CH:12][C:7]=2[N:6]=[CH:5]1.